From a dataset of Peptide-MHC class I binding affinity with 185,985 pairs from IEDB/IMGT. Regression. Given a peptide amino acid sequence and an MHC pseudo amino acid sequence, predict their binding affinity value. This is MHC class I binding data. (1) The peptide sequence is KASEYLQLV. The MHC is HLA-A68:02 with pseudo-sequence HLA-A68:02. The binding affinity (normalized) is 0.215. (2) The peptide sequence is YTAVVPLVT. The MHC is HLA-B46:01 with pseudo-sequence HLA-B46:01. The binding affinity (normalized) is 0.0133. (3) The peptide sequence is RNPYENVLYK. The MHC is HLA-A03:01 with pseudo-sequence HLA-A03:01. The binding affinity (normalized) is 0.284.